Dataset: Catalyst prediction with 721,799 reactions and 888 catalyst types from USPTO. Task: Predict which catalyst facilitates the given reaction. Reactant: [H-].[Na+].[CH3:3][O:4][CH2:5][CH2:6][O:7][C:8]1[CH:9]=[CH:10][CH:11]=[C:12]2[C:16]=1[NH:15][CH:14]=[CH:13]2.[H][H].[CH3:19]I. Product: [CH3:3][O:4][CH2:5][CH2:6][O:7][C:8]1[CH:9]=[CH:10][CH:11]=[C:12]2[C:16]=1[N:15]([CH3:19])[CH:14]=[CH:13]2. The catalyst class is: 3.